From a dataset of Peptide-MHC class I binding affinity with 185,985 pairs from IEDB/IMGT. Regression. Given a peptide amino acid sequence and an MHC pseudo amino acid sequence, predict their binding affinity value. This is MHC class I binding data. The peptide sequence is RIYDPLWFQ. The MHC is HLA-A02:01 with pseudo-sequence HLA-A02:01. The binding affinity (normalized) is 0.0847.